This data is from Catalyst prediction with 721,799 reactions and 888 catalyst types from USPTO. The task is: Predict which catalyst facilitates the given reaction. (1) Reactant: [C:1]([NH:5][C:6]([C:8]1[CH:13]=[CH:12][C:11]([C:14]#[C:15][C:16]2[CH:21]=[CH:20][CH:19]=[CH:18][CH:17]=2)=[CH:10][N:9]=1)=[O:7])([CH3:4])([CH3:3])[CH3:2].[H-].[Na+].I[CH3:25]. Product: [C:1]([N:5]([CH3:25])[C:6]([C:8]1[CH:13]=[CH:12][C:11]([C:14]#[C:15][C:16]2[CH:17]=[CH:18][CH:19]=[CH:20][CH:21]=2)=[CH:10][N:9]=1)=[O:7])([CH3:4])([CH3:2])[CH3:3]. The catalyst class is: 3. (2) Reactant: [Cl:1][C:2]1[C:3]([O:16][CH3:17])=[C:4]([NH:8][C:9](=[O:15])/[CH:10]=[CH:11]/OCC)[CH:5]=[CH:6][CH:7]=1. Product: [Cl:1][C:2]1[C:3]([O:16][CH3:17])=[C:4]2[C:5]([CH:11]=[CH:10][C:9]([OH:15])=[N:8]2)=[CH:6][CH:7]=1. The catalyst class is: 82. (3) Reactant: Cl[C:2]1[C:11]2[C:6](=[CH:7][CH:8]=[CH:9][C:10]=2[F:12])[N:5]=[C:4]([C:13]2[CH:18]=[CH:17][CH:16]=[CH:15][N:14]=2)[C:3]=1[CH3:19].[NH2:20][C:21]1[C:22]([C:33]#[N:34])=[N:23][CH:24]=[C:25]([N:27]2[CH2:32][CH2:31][O:30][CH2:29][CH2:28]2)[CH:26]=1.Cl.O1CCOCC1. The catalyst class is: 37. Product: [F:12][C:10]1[CH:9]=[CH:8][CH:7]=[C:6]2[C:11]=1[C:2]([NH:20][C:21]1[C:22]([C:33]#[N:34])=[N:23][CH:24]=[C:25]([N:27]3[CH2:28][CH2:29][O:30][CH2:31][CH2:32]3)[CH:26]=1)=[C:3]([CH3:19])[C:4]([C:13]1[CH:18]=[CH:17][CH:16]=[CH:15][N:14]=1)=[N:5]2. (4) Reactant: C1([Se][CH2:8][CH2:9][O:10][C:11](=[O:24])[C@H:12]([CH2:17][C:18]2[CH:23]=[CH:22][CH:21]=[CH:20][CH:19]=2)[NH:13][C:14](=[O:16])[CH3:15])C=CC=CC=1.OO. Product: [CH:9]([O:10][C:11](=[O:24])[C@H:12]([CH2:17][C:18]1[CH:23]=[CH:22][CH:21]=[CH:20][CH:19]=1)[NH:13][C:14](=[O:16])[CH3:15])=[CH2:8]. The catalyst class is: 396.